This data is from Forward reaction prediction with 1.9M reactions from USPTO patents (1976-2016). The task is: Predict the product of the given reaction. (1) The product is: [C:34]([N:31]1[CH2:30][CH2:29][CH:28]([NH:27][C:25]([C:21]2[C:17]3[N:18]=[CH:19][N:20]=[C:15]([C:8]4[CH:9]=[C:10]([CH3:14])[C:11]([F:13])=[CH:12][C:7]=4[O:6][CH2:5][CH:2]4[CH2:4][CH2:3]4)[C:16]=3[NH:23][C:22]=2[CH3:24])=[O:26])[CH2:33][CH2:32]1)(=[O:36])[CH3:35]. Given the reactants Cl.[CH:2]1([CH2:5][O:6][C:7]2[CH:12]=[C:11]([F:13])[C:10]([CH3:14])=[CH:9][C:8]=2[C:15]2[C:16]3[NH:23][C:22]([CH3:24])=[C:21]([C:25]([NH:27][CH:28]4[CH2:33][CH2:32][NH:31][CH2:30][CH2:29]4)=[O:26])[C:17]=3[N:18]=[CH:19][N:20]=2)[CH2:4][CH2:3]1.[C:34](Cl)(=[O:36])[CH3:35], predict the reaction product. (2) Given the reactants [H-].[Na+].[Br:3][C:4]1[CH:9]=[CH:8][C:7]([OH:10])=[CH:6][CH:5]=1.Cl.Cl[CH2:13][CH2:14][N:15]1[CH2:21][CH2:20][CH2:19][CH2:18][CH2:17][CH2:16]1.[I-].[Na+], predict the reaction product. The product is: [Br:3][C:4]1[CH:9]=[CH:8][C:7]([O:10][CH2:13][CH2:14][N:15]2[CH2:21][CH2:20][CH2:19][CH2:18][CH2:17][CH2:16]2)=[CH:6][CH:5]=1. (3) Given the reactants [C:1]([O:5][C:6](=[O:26])[NH:7][CH2:8][CH2:9][CH2:10][NH:11][CH2:12][C:13]1[CH:18]=[CH:17][CH:16]=[C:15]([C:19]2[CH:24]=[CH:23][N:22]=[C:21]([Cl:25])[N:20]=2)[CH:14]=1)([CH3:4])([CH3:3])[CH3:2].[CH3:27][S:28](Cl)(=[O:30])=[O:29], predict the reaction product. The product is: [C:1]([O:5][C:6](=[O:26])[NH:7][CH2:8][CH2:9][CH2:10][N:11]([CH2:12][C:13]1[CH:18]=[CH:17][CH:16]=[C:15]([C:19]2[CH:24]=[CH:23][N:22]=[C:21]([Cl:25])[N:20]=2)[CH:14]=1)[S:28]([CH3:27])(=[O:30])=[O:29])([CH3:4])([CH3:2])[CH3:3]. (4) Given the reactants [CH3:1][N:2]1[CH:6]=[C:5]([C:7]([F:10])([F:9])[F:8])[C:4]([NH2:11])=[N:3]1.Cl[C:13]1[N:18]=[C:17]2[N:19]([CH2:24][O:25][CH2:26][CH2:27][Si:28]([CH3:31])([CH3:30])[CH3:29])[CH:20]=[C:21]([C:22]#[N:23])[C:16]2=[C:15]([C:32]2[CH:33]=[N:34][CH:35]=[C:36]([CH3:38])[CH:37]=2)[CH:14]=1.C1(P(C2C=CC=CC=2)C2C3OC4C(=CC=CC=4P(C4C=CC=CC=4)C4C=CC=CC=4)C(C)(C)C=3C=CC=2)C=CC=CC=1.CC(C)([O-])C.[Na+], predict the reaction product. The product is: [CH3:1][N:2]1[CH:6]=[C:5]([C:7]([F:8])([F:9])[F:10])[C:4]([NH:11][C:13]2[N:18]=[C:17]3[N:19]([CH2:24][O:25][CH2:26][CH2:27][Si:28]([CH3:31])([CH3:30])[CH3:29])[CH:20]=[C:21]([C:22]#[N:23])[C:16]3=[C:15]([C:32]3[CH:33]=[N:34][CH:35]=[C:36]([CH3:38])[CH:37]=3)[CH:14]=2)=[N:3]1. (5) Given the reactants [C:1]([NH:5][S:6]([C:9]1[S:10][C:11]([C:14]2[N:19]=[C:18]([NH:20][C:21]3[CH:25]=[C:24]([CH:26]4[CH2:28][CH2:27]4)[NH:23][N:22]=3)[C:17]([C:29]#[C:30][CH2:31][OH:32])=[CH:16][N:15]=2)=[CH:12][CH:13]=1)(=[O:8])=[O:7])([CH3:4])([CH3:3])[CH3:2].[H-].[H-].[H-].[H-].[Li+].[Al+3], predict the reaction product. The product is: [C:1]([NH:5][S:6]([C:9]1[S:10][C:11]([C:14]2[N:19]=[C:18]([NH:20][C:21]3[CH:25]=[C:24]([CH:26]4[CH2:28][CH2:27]4)[NH:23][N:22]=3)[C:17](/[CH:29]=[CH:30]/[CH2:31][OH:32])=[CH:16][N:15]=2)=[CH:12][CH:13]=1)(=[O:7])=[O:8])([CH3:4])([CH3:3])[CH3:2].